Dataset: Forward reaction prediction with 1.9M reactions from USPTO patents (1976-2016). Task: Predict the product of the given reaction. (1) Given the reactants [OH:1][C:2]1[C:11]2[C:6](=[CH:7][CH:8]=[CH:9][CH:10]=2)[C:5]([CH:12]=[O:13])=[CH:4][CH:3]=1.[CH2:14]([N:16]([CH2:20][CH3:21])[C:17](Cl)=[O:18])[CH3:15].[Cl-].[NH4+], predict the reaction product. The product is: [CH2:14]([N:16]([CH2:20][CH3:21])[C:17](=[O:18])[O:1][C:2]1[C:11]2[C:6](=[CH:7][CH:8]=[CH:9][CH:10]=2)[C:5]([CH:12]=[O:13])=[CH:4][CH:3]=1)[CH3:15]. (2) The product is: [CH:22]1([NH:21][C:19](=[O:20])[C:18]2[CH:25]=[CH:26][C:27]([CH3:28])=[C:16]([N:11]3[CH:10]=[CH:9][C:8]4[C:13](=[CH:14][C:5]([O:4][CH2:3][CH2:2][N:35]5[CH2:36][CH2:37][CH2:38][O:32][CH2:33][CH2:34]5)=[CH:6][CH:7]=4)[C:12]3=[O:15])[CH:17]=2)[CH2:24][CH2:23]1. Given the reactants Cl[CH2:2][CH2:3][O:4][C:5]1[CH:14]=[C:13]2[C:8]([CH:9]=[CH:10][N:11]([C:16]3[CH:17]=[C:18]([CH:25]=[CH:26][C:27]=3[CH3:28])[C:19]([NH:21][CH:22]3[CH2:24][CH2:23]3)=[O:20])[C:12]2=[O:15])=[CH:7][CH:6]=1.[I-].[K+].Cl.[O:32]1[CH2:38][CH2:37][CH2:36][NH:35][CH2:34][CH2:33]1.CCN(C(C)C)C(C)C, predict the reaction product. (3) The product is: [Cl:35][C:36]([Cl:40])([Cl:39])[C:37](=[NH:38])[O:24][CH:22]([C:20]1[CH:21]=[C:13]([Cl:12])[CH:14]=[C:15]2[C:19]=1[N:18]([CH2:25][O:26][CH2:27][CH2:28][Si:29]([CH3:30])([CH3:32])[CH3:31])[CH:17]=[C:16]2[C:33]#[N:34])[CH3:23]. Given the reactants C1CCN2C(=NCCC2)CC1.[Cl:12][C:13]1[CH:14]=[C:15]2[C:19](=[C:20]([CH:22]([OH:24])[CH3:23])[CH:21]=1)[N:18]([CH2:25][O:26][CH2:27][CH2:28][Si:29]([CH3:32])([CH3:31])[CH3:30])[CH:17]=[C:16]2[C:33]#[N:34].[Cl:35][C:36]([Cl:40])([Cl:39])[C:37]#[N:38], predict the reaction product. (4) Given the reactants [Cl:1][C:2]1[CH:7]=[CH:6][C:5]([CH:8]([C:36]2[CH:41]=[CH:40][C:39]([Cl:42])=[CH:38][CH:37]=2)[C:9]2[CH:10]=[C:11]3[C:16](=[CH:17][CH:18]=2)[N:15]=[N:14][CH:13]=[C:12]3[NH:19][CH:20]2[CH2:25][CH2:24][N:23]([C:26]3[CH:35]=[CH:34][C:29]([C:30]([O:32]C)=[O:31])=[CH:28][CH:27]=3)[CH2:22][CH2:21]2)=[CH:4][CH:3]=1.[OH-].[Na+].CO.Cl, predict the reaction product. The product is: [Cl:1][C:2]1[CH:7]=[CH:6][C:5]([CH:8]([C:36]2[CH:37]=[CH:38][C:39]([Cl:42])=[CH:40][CH:41]=2)[C:9]2[CH:10]=[C:11]3[C:16](=[CH:17][CH:18]=2)[N:15]=[N:14][CH:13]=[C:12]3[NH:19][CH:20]2[CH2:21][CH2:22][N:23]([C:26]3[CH:35]=[CH:34][C:29]([C:30]([OH:32])=[O:31])=[CH:28][CH:27]=3)[CH2:24][CH2:25]2)=[CH:4][CH:3]=1.